Task: Predict the reaction yield, written as a fraction of the theoretical maximum amount of product (1.0 means a 100% yield; for example, 0.34 means a 34% yield).. Dataset: Reaction yield outcomes from USPTO patents with 853,638 reactions (1) The reactants are FC(F)(F)C(O)=O.[F:8][C:9]([F:45])([F:44])[O:10][C:11]1[CH:12]=[C:13]([CH:17]2[N:21]([C:22]3[CH:27]=[CH:26][C:25]([C:28]([F:31])([F:30])[F:29])=[CH:24][CH:23]=3)[C:20](=[O:32])[C:19](NC3C=CC(C(F)(F)F)=CC=3)=[CH:18]2)[CH:14]=[CH:15][CH:16]=1.COC1CCC(OC)O1.[Cl:55][C:56]1[CH:64]=[CH:63][C:59]([C@H:60]([NH2:62])[CH3:61])=[CH:58][CH:57]=1.[OH-].[K+]. The catalyst is CO.O.C(O)(=O)C.C(O)C. The product is [F:31][C:28]([F:29])([F:30])[C:25]1[CH:26]=[CH:27][C:22]([N:21]2[C@@H:17]([C:13]3[CH:14]=[CH:15][CH:16]=[C:11]([O:10][C:9]([F:44])([F:45])[F:8])[CH:12]=3)[CH:18]=[C:19]([NH:62][C@@H:60]([C:59]3[CH:63]=[CH:64][C:56]([Cl:55])=[CH:57][CH:58]=3)[CH3:61])[C:20]2=[O:32])=[CH:23][CH:24]=1. The yield is 0.477. (2) The reactants are [B:10]1([B:10]2[O:14][C:13]([CH3:16])([CH3:15])[C:12]([CH3:18])([CH3:17])[O:11]2)[O:14][C:13]([CH3:16])([CH3:15])[C:12]([CH3:18])([CH3:17])[O:11]1.[C:19]([Si:23]([O:26][C:27]1[C:32]([Cl:33])=[CH:31][CH:30]=[CH:29][C:28]=1[Cl:34])([CH3:25])[CH3:24])([CH3:22])([CH3:21])[CH3:20]. The catalyst is C1COCC1. The product is [C:19]([Si:23]([O:26][C:27]1[C:32]([Cl:33])=[CH:31][C:30]([B:10]2[O:11][C:12]([CH3:17])([CH3:18])[C:13]([CH3:15])([CH3:16])[O:14]2)=[CH:29][C:28]=1[Cl:34])([CH3:25])[CH3:24])([CH3:22])([CH3:20])[CH3:21]. The yield is 0.890.